From a dataset of Forward reaction prediction with 1.9M reactions from USPTO patents (1976-2016). Predict the product of the given reaction. (1) Given the reactants [CH:1]1([CH2:7][N:8]2[CH2:12][C@@H:11]([NH:13][C:14]([C:16]3[CH:25]=[CH:24][C:23]4[C:18](=[CH:19][CH:20]=[CH:21][CH:22]=4)[C:17]=3[OH:26])=[O:15])[CH2:10][C@H:9]2[C:27]([OH:29])=[O:28])[CH2:6][CH2:5][CH2:4][CH2:3][CH2:2]1.S(=O)(=O)(O)O.[CH2:35](O)[CH3:36], predict the reaction product. The product is: [CH2:35]([O:28][C:27]([C@@H:9]1[CH2:10][C@H:11]([NH:13][C:14]([C:16]2[CH:25]=[CH:24][C:23]3[C:18](=[CH:19][CH:20]=[CH:21][CH:22]=3)[C:17]=2[OH:26])=[O:15])[CH2:12][N:8]1[CH2:7][CH:1]1[CH2:6][CH2:5][CH2:4][CH2:3][CH2:2]1)=[O:29])[CH3:36]. (2) Given the reactants [NH:1]1[C:5]2=[CH:6][N:7]=[CH:8][CH:9]=[C:4]2[CH:3]=[CH:2]1.O=[C:11]1[CH2:16][CH2:15][CH:14]([NH:17][C:18](=[O:24])[O:19][C:20]([CH3:23])([CH3:22])[CH3:21])[CH2:13][CH2:12]1.[OH-].[K+], predict the reaction product. The product is: [NH:1]1[C:5]2=[CH:6][N:7]=[CH:8][CH:9]=[C:4]2[C:3]([C:11]2[CH2:16][CH2:15][CH:14]([NH:17][C:18](=[O:24])[O:19][C:20]([CH3:22])([CH3:21])[CH3:23])[CH2:13][CH:12]=2)=[CH:2]1. (3) Given the reactants [N+]([C:4]([CH3:15])=[CH:5][C:6]1[CH:11]=[CH:10][CH:9]=[CH:8][C:7]=1[N+:12]([O-])=O)([O-])=O.[H][H], predict the reaction product. The product is: [CH3:15][C:4]1[NH:12][C:7]2[C:6]([CH:5]=1)=[CH:11][CH:10]=[CH:9][CH:8]=2. (4) Given the reactants [F:1][C:2]([F:7])([F:6])[C:3]([OH:5])=[O:4].FC(F)(F)C(O)=O.[Cl:15][C:16]1[CH:17]=[N:18][C:19]2[NH:20][C:21]3[CH:22]=[CH:23][CH:24]=[C:25]([CH:38]=3)[CH2:26][CH2:27][C:28]3[CH:36]=[C:32]([NH:33][C:34]=1[N:35]=2)[CH:31]=[C:30]([NH2:37])[CH:29]=3.[CH3:39][N:40]1[CH:44]=[CH:43][C:42]([C:45](Cl)=[O:46])=[N:41]1, predict the reaction product. The product is: [F:1][C:2]([F:7])([F:6])[C:3]([OH:5])=[O:4].[Cl:15][C:16]1[CH:17]=[N:18][C:19]2[NH:20][C:21]3[CH:22]=[CH:23][CH:24]=[C:25]([CH:38]=3)[CH2:26][CH2:27][C:28]3[CH:36]=[C:32]([NH:33][C:34]=1[N:35]=2)[CH:31]=[C:30]([NH:37][C:45]([C:42]1[CH:43]=[CH:44][N:40]([CH3:39])[N:41]=1)=[O:46])[CH:29]=3. (5) Given the reactants [CH3:1][C:2]1[CH:7]=[CH:6][C:5]([NH:8][C:9](=[O:20])[C:10]2[CH:15]=[CH:14][CH:13]=[C:12]([C:16]([F:19])([F:18])[F:17])[CH:11]=2)=[CH:4][C:3]=1[NH:21][C:22]([C:24]1[S:28][C:27]([NH:29][C:30]2[CH:35]=[C:34](Cl)[N:33]=[C:32]([CH3:37])[N:31]=2)=[N:26][CH:25]=1)=[O:23].[N:38]1([CH2:44][CH2:45][OH:46])[CH2:43][CH2:42][NH:41][CH2:40][CH2:39]1.CN1CCN(C)[C:49]1=[O:54], predict the reaction product. The product is: [CH3:1][C:2]1[CH:7]=[CH:6][C:5]([NH:8][C:9](=[O:20])[C:10]2[CH:15]=[CH:14][CH:13]=[C:12]([C:16]([F:19])([F:18])[F:17])[CH:11]=2)=[CH:4][C:3]=1[NH:21][C:22]([C:24]1[S:28][C:27]([NH:29][C:30]2[CH:35]=[C:34]([N:41]3[CH2:42][CH2:43][N:38]([CH2:44][CH2:45][OH:46])[CH2:39][CH2:40]3)[N:33]=[C:32]([CH3:37])[N:31]=2)=[N:26][CH:25]=1)=[O:23].[C:49]([OH:54])([C:16]([F:19])([F:18])[F:17])=[O:46].